This data is from Reaction yield outcomes from USPTO patents with 853,638 reactions. The task is: Predict the reaction yield, written as a fraction of the theoretical maximum amount of product (1.0 means a 100% yield; for example, 0.34 means a 34% yield). (1) The reactants are [Cl-].O[NH3+:3].[C:4](=[O:7])([O-])[OH:5].[Na+].CS(C)=O.[CH:13]([O:16][C:17]1[CH:22]=[CH:21][C:20]([N:23]2[C:28](=[O:29])[C:27]([CH2:30][C:31]3[CH:36]=[CH:35][C:34]([C:37]4[C:38]([C:43]#[N:44])=[CH:39][CH:40]=[CH:41][CH:42]=4)=[CH:33][CH:32]=3)=[C:26]([CH2:45][CH2:46][CH3:47])[N:25]=[C:24]2[CH3:48])=[CH:19][C:18]=1[CH3:49])([CH3:15])[CH3:14]. The catalyst is O.C(OCC)(=O)C. The product is [CH:13]([O:16][C:17]1[CH:22]=[CH:21][C:20]([N:23]2[C:28](=[O:29])[C:27]([CH2:30][C:31]3[CH:36]=[CH:35][C:34]([C:37]4[CH:42]=[CH:41][CH:40]=[CH:39][C:38]=4[C:43]4[NH:3][C:4](=[O:7])[O:5][N:44]=4)=[CH:33][CH:32]=3)=[C:26]([CH2:45][CH2:46][CH3:47])[N:25]=[C:24]2[CH3:48])=[CH:19][C:18]=1[CH3:49])([CH3:14])[CH3:15]. The yield is 0.730. (2) The reactants are C(N(CC)CC)C.Cl.C(N=C=NCCCN(C)C)C.[NH2:20][CH2:21][CH:22]1[CH2:27][CH2:26][CH2:25][CH2:24][CH2:23]1.[Cl:28][C:29]1[CH:34]=[CH:33][C:32]([S:35]([CH:38]([C:48]2[CH:53]=[C:52]([F:54])[CH:51]=[CH:50][C:49]=2[F:55])[C:39]2[N:44]=[CH:43][C:42]([C:45](O)=[O:46])=[CH:41][CH:40]=2)(=[O:37])=[O:36])=[CH:31][CH:30]=1. The catalyst is CN(C)C1C=CN=CC=1.ClCCl.C(OCC)(=O)C. The product is [Cl:28][C:29]1[CH:34]=[CH:33][C:32]([S:35]([CH:38]([C:48]2[CH:53]=[C:52]([F:54])[CH:51]=[CH:50][C:49]=2[F:55])[C:39]2[CH:40]=[CH:41][C:42]([C:45]([NH:20][CH2:21][CH:22]3[CH2:27][CH2:26][CH2:25][CH2:24][CH2:23]3)=[O:46])=[CH:43][N:44]=2)(=[O:37])=[O:36])=[CH:31][CH:30]=1. The yield is 0.590.